This data is from Catalyst prediction with 721,799 reactions and 888 catalyst types from USPTO. The task is: Predict which catalyst facilitates the given reaction. (1) Reactant: [NH2:1][CH2:2][CH2:3][C:4]1[CH:5]=[C:6]([NH:10][C:11]([NH:13][CH2:14][C:15]2[CH:20]=[CH:19][C:18](F)=[CH:17][CH:16]=2)=[O:12])[CH:7]=[CH:8][CH:9]=1.[C:22](#N)[CH3:23].[CH:25](OC(C)C)([CH3:27])[CH3:26]. Product: [NH2:1][CH2:2][CH2:3][C:4]1[CH:5]=[C:6]([NH:10][C:11]([NH:13][C:14]2[CH:15]=[CH:20][C:19]([C:18]3[CH:17]=[CH:16][CH:27]=[CH:25][CH:26]=3)=[CH:23][CH:22]=2)=[O:12])[CH:7]=[CH:8][CH:9]=1. The catalyst class is: 28. (2) Reactant: [Cl:1][C:2]1[CH:7]=[CH:6][CH:5]=[C:4]([F:8])[C:3]=1[C:9]1[NH:13][C:12](=[O:14])[N:11]([C:15]2[CH:24]=[CH:23][C:18]([C:19](OC)=[O:20])=[C:17]([O:25][CH3:26])[CH:16]=2)[N:10]=1.[F:27][C:28]1[CH:37]=[CH:36][C:31]2[N:32]=[C:33]([NH2:35])[S:34][C:30]=2[CH:29]=1.C[Al](C)C. Product: [Cl:1][C:2]1[CH:7]=[CH:6][CH:5]=[C:4]([F:8])[C:3]=1[C:9]1[NH:13][C:12](=[O:14])[N:11]([C:15]2[CH:24]=[CH:23][C:18]([C:19]([NH:35][C:33]3[S:34][C:30]4[CH:29]=[C:28]([F:27])[CH:37]=[CH:36][C:31]=4[N:32]=3)=[O:20])=[C:17]([O:25][CH3:26])[CH:16]=2)[N:10]=1. The catalyst class is: 11.